This data is from Forward reaction prediction with 1.9M reactions from USPTO patents (1976-2016). The task is: Predict the product of the given reaction. (1) Given the reactants [CH3:1][N:2]([CH3:29])[C:3]1([C:23]2[CH:28]=[CH:27][CH:26]=[CH:25][CH:24]=2)[CH2:8][CH2:7][C:6]([C:9]2[NH:10][C:11]3[C:16]([C:17]=2[CH2:18][C:19]([O:21][CH3:22])=[O:20])=[CH:15][CH:14]=[CH:13][CH:12]=3)=[CH:5][CH2:4]1, predict the reaction product. The product is: [CH3:29][N:2]([CH3:1])[C:3]1([C:23]2[CH:28]=[CH:27][CH:26]=[CH:25][CH:24]=2)[CH2:8][CH2:7][CH:6]([C:9]2[NH:10][C:11]3[C:16]([C:17]=2[CH2:18][C:19]([O:21][CH3:22])=[O:20])=[CH:15][CH:14]=[CH:13][CH:12]=3)[CH2:5][CH2:4]1. (2) Given the reactants [CH3:1][C:2]([S@:5]([NH2:7])=[O:6])([CH3:4])[CH3:3].[F:8][C:9]([F:19])([F:18])[C:10]1[CH:17]=[CH:16][C:13]([CH:14]=O)=[CH:12][CH:11]=1, predict the reaction product. The product is: [F:8][C:9]([F:18])([F:19])[C:10]1[CH:17]=[CH:16][C:13]([CH:14]=[N:7][S@@:5]([C:2]([CH3:4])([CH3:3])[CH3:1])=[O:6])=[CH:12][CH:11]=1. (3) Given the reactants N1C=[CH:4][CH:3]=N1.C(OC(C1C=C(N)N([C:17]2[CH:22]=[CH:21][C:20]([F:23])=[CH:19][CH:18]=2)N=1)=O)C.CC1[CH2:30][CH2:29][CH2:28][CH2:27][CH:26]1[NH:31][C:32]([C:34]1[C:38]([Br:39])=[C:37]([NH:40][C:41](=[O:49])[C:42]2[CH:47]=[CH:46][CH:45]=[CH:44][C:43]=2[Cl:48])[NH:36][N:35]=1)=[O:33].Cl.FC1C=CC(NN)=CC=1.N[C:61]1[N:65]([C:66](OC(C)(C)C)=O)[N:64]=[C:63]([C:73](OC)=O)[CH:62]=1.O=C1NC2C=CC=CC=2C(C2C=CC=CC=2)=NC1NC(C1C(C)=C(NC(=O)C2C=CC=CC=2Cl)N(C2C=CC=CN=2)N=1)=O, predict the reaction product. The product is: [N:64]1([C:63]2[CH:62]=[CH:61][N:65]=[CH:66][CH:73]=2)[CH2:30][CH2:29][CH:28]([CH2:27][CH2:26][NH:31][C:32]([C:34]2[C:38]([Br:39])=[C:37]([NH:40][C:41](=[O:49])[C:42]3[CH:47]=[CH:46][CH:45]=[CH:44][C:43]=3[Cl:48])[N:36]([C:17]3[CH:18]=[CH:19][C:20]([F:23])=[CH:21][CH:22]=3)[N:35]=2)=[O:33])[CH2:4][CH2:3]1. (4) Given the reactants Cl.[F:2][CH2:3][CH2:4][NH2:5].C(N(CC)CC)C.Br[CH2:14][C:15]1[C:16]([CH3:30])([CH3:29])[NH:17][S:18](=[O:28])(=[O:27])[C:19]=1[C:20]1[CH:25]=[CH:24][C:23]([Cl:26])=[CH:22][CH:21]=1, predict the reaction product. The product is: [Cl:26][C:23]1[CH:22]=[CH:21][C:20]([C:19]2[S:18](=[O:28])(=[O:27])[NH:17][C:16]([CH3:30])([CH3:29])[C:15]=2[CH2:14][NH:5][CH2:4][CH2:3][F:2])=[CH:25][CH:24]=1. (5) Given the reactants Br[C:2]1[CH:3]=[C:4]2[C:9](=[CH:10][CH:11]=1)[N:8]=[C:7]([CH:12]([O:15][CH3:16])[O:13][CH3:14])[CH:6]=[CH:5]2.C([Li])CCC.CN(C)[CH:24]=[O:25].O, predict the reaction product. The product is: [CH3:14][O:13][CH:12]([O:15][CH3:16])[C:7]1[CH:6]=[CH:5][C:4]2[C:9](=[CH:10][CH:11]=[C:2]([CH:24]=[O:25])[CH:3]=2)[N:8]=1. (6) Given the reactants [CH3:1][N:2]([CH3:16])[S:3]([C:6]1[CH:15]=[CH:14][C:9]2[N:10]=[C:11]([CH3:13])[S:12][C:8]=2[CH:7]=1)(=[O:5])=[O:4].[CH2:17]1[CH2:24][O:23][S:20](=[O:22])(=[O:21])[CH2:19][CH2:18]1, predict the reaction product. The product is: [CH3:16][N:2]([CH3:1])[S:3]([C:6]1[CH:15]=[CH:14][C:9]2[N+:10]([CH2:24][CH2:17][CH2:18][CH2:19][S:20]([O-:23])(=[O:22])=[O:21])=[C:11]([CH3:13])[S:12][C:8]=2[CH:7]=1)(=[O:4])=[O:5].